From a dataset of Full USPTO retrosynthesis dataset with 1.9M reactions from patents (1976-2016). Predict the reactants needed to synthesize the given product. (1) Given the product [CH:18]1([C:21]2[C:22]([N:30]3[CH2:31][CH2:32][N:33]([C:11]([C:10]4[CH:14]=[CH:15][C:7]([N:3]5[CH2:4][CH2:5][CH2:6][S:2]5(=[O:1])=[O:17])=[CH:8][C:9]=4[CH3:16])=[O:13])[CH2:34][CH2:35]3)=[N:23][CH:24]=[C:25]([CH:27]3[CH2:29][CH2:28]3)[CH:26]=2)[CH2:19][CH2:20]1, predict the reactants needed to synthesize it. The reactants are: [O:1]=[S:2]1(=[O:17])[CH2:6][CH2:5][CH2:4][N:3]1[C:7]1[CH:15]=[CH:14][C:10]([C:11]([OH:13])=O)=[C:9]([CH3:16])[CH:8]=1.[CH:18]1([C:21]2[C:22]([N:30]3[CH2:35][CH2:34][NH:33][CH2:32][CH2:31]3)=[N:23][CH:24]=[C:25]([CH:27]3[CH2:29][CH2:28]3)[CH:26]=2)[CH2:20][CH2:19]1. (2) Given the product [CH2:15]([O:14][N:10]1[C:11]2[C:6](=[CH:5][C:4]([CH:1]([NH:49][CH2:48][C:47]3[CH:50]=[CH:51][CH:52]=[C:45]([Cl:44])[CH:46]=3)[CH3:2])=[CH:13][N:12]=2)[C:7]([OH:29])=[C:8]([C:23]2[CH:28]=[CH:27][CH:26]=[CH:25][CH:24]=2)[C:9]1=[O:22])[C:16]1[CH:21]=[CH:20][CH:19]=[CH:18][CH:17]=1, predict the reactants needed to synthesize it. The reactants are: [C:1]([C:4]1[CH:5]=[C:6]2[C:11](=[N:12][CH:13]=1)[N:10]([O:14][CH2:15][C:16]1[CH:21]=[CH:20][CH:19]=[CH:18][CH:17]=1)[C:9](=[O:22])[C:8]([C:23]1[CH:28]=[CH:27][CH:26]=[CH:25][CH:24]=1)=[C:7]2[OH:29])(=O)[CH3:2].C(O[BH-](OC(=O)C)OC(=O)C)(=O)C.[Na+].[Cl:44][C:45]1[CH:46]=[C:47]([CH:50]=[CH:51][CH:52]=1)[CH2:48][NH2:49]. (3) Given the product [Br:1][C:2]1[CH:3]=[CH:4][C:5]2[N:10]=[C:11]([CH2:12][CH:13]([CH3:15])[CH3:14])[N:8]([CH3:9])[C:6]=2[CH:7]=1, predict the reactants needed to synthesize it. The reactants are: [Br:1][C:2]1[CH:7]=[C:6]([NH:8][CH3:9])[C:5]([NH2:10])=[CH:4][CH:3]=1.[C:11](O)(=O)[CH2:12][CH:13]([CH3:15])[CH3:14].C(N(CC)C(C)C)(C)C.CN(C(ON1N=NC2C=CC=NC1=2)=[N+](C)C)C.F[P-](F)(F)(F)(F)F.[Cl-].[Cl-].[Ca+2]. (4) Given the product [OH2:5].[C:1]([OH:8])(=[O:7])/[CH:2]=[CH:3]/[C:4]([OH:6])=[O:5].[NH2:9][C@@H:10]1[CH2:15][CH2:14][CH2:13][N:12]([C:16]2[C:21]([Br:22])=[CH:20][N:19]=[C:18]3[NH:23][CH:24]=[C:25]([NH:26][C:27]([CH:29]4[CH2:30][CH2:31]4)=[O:28])[C:17]=23)[CH2:11]1, predict the reactants needed to synthesize it. The reactants are: [C:1]([OH:8])(=[O:7])/[CH:2]=[CH:3]/[C:4]([OH:6])=[O:5].[NH2:9][C@@H:10]1[CH2:15][CH2:14][CH2:13][N:12]([C:16]2[C:21]([Br:22])=[CH:20][N:19]=[C:18]3[NH:23][CH:24]=[C:25]([NH:26][C:27]([CH:29]4[CH2:31][CH2:30]4)=[O:28])[C:17]=23)[CH2:11]1. (5) Given the product [CH3:9][C:5]1[CH:4]=[C:3]2[C:2](=[CH:7][C:6]=1[CH3:8])[C:15]1[C:14](=[C:23]3[C:18](=[CH:17][CH:16]=1)[CH:19]=[CH:20][CH:21]=[N:22]3)[NH:13][S:10]2(=[O:12])=[O:11], predict the reactants needed to synthesize it. The reactants are: N[C:2]1[CH:7]=[C:6]([CH3:8])[C:5]([CH3:9])=[CH:4][C:3]=1[S:10]([NH:13][C:14]1[CH:15]=[CH:16][CH:17]=[C:18]2[C:23]=1[N:22]=[CH:21][CH:20]=[CH:19]2)(=[O:12])=[O:11].C(ON=O)(C)(C)C.